Predict the reaction yield, written as a fraction of the theoretical maximum amount of product (1.0 means a 100% yield; for example, 0.34 means a 34% yield). From a dataset of Reaction yield outcomes from USPTO patents with 853,638 reactions. (1) The yield is 0.240. The reactants are [CH3:1][S:2]([C:5]1[CH:6]=[C:7]([C:11]2[N:16]3[N:17]=[C:18]([NH2:20])[N:19]=[C:15]3[CH:14]=[CH:13][CH:12]=2)[CH:8]=[CH:9][CH:10]=1)(=[O:4])=[O:3].Br[C:22]1[CH:27]=[CH:26][C:25]([N:28]2[CH2:33][CH2:32][O:31][CH2:30][CH2:29]2)=[CH:24][CH:23]=1. No catalyst specified. The product is [CH3:1][S:2]([C:5]1[CH:6]=[C:7]([C:11]2[N:16]3[N:17]=[C:18]([NH:20][C:22]4[CH:23]=[CH:24][C:25]([N:28]5[CH2:29][CH2:30][O:31][CH2:32][CH2:33]5)=[CH:26][CH:27]=4)[N:19]=[C:15]3[CH:14]=[CH:13][CH:12]=2)[CH:8]=[CH:9][CH:10]=1)(=[O:3])=[O:4]. (2) The reactants are [CH2:1]([N:3]([CH2:19][CH3:20])[CH2:4][CH2:5][N:6]1[CH2:11][CH2:10][C:9]2[NH:12][C:13]([CH:16]=O)=[C:14]([CH3:15])[C:8]=2[C:7]1=[O:18])[CH3:2].[F:21][C:22]1[CH:23]=[C:24]2[C:28](=[CH:29][C:30]=1[NH:31][CH:32]=[O:33])[NH:27][C:26](=[O:34])[CH2:25]2. No catalyst specified. The product is [CH2:1]([N:3]([CH2:19][CH3:20])[CH2:4][CH2:5][N:6]1[CH2:11][CH2:10][C:9]2[NH:12][C:13]([CH:16]=[C:25]3[C:24]4[C:28](=[CH:29][C:30]([NH:31][CH:32]=[O:33])=[C:22]([F:21])[CH:23]=4)[NH:27][C:26]3=[O:34])=[C:14]([CH3:15])[C:8]=2[C:7]1=[O:18])[CH3:2]. The yield is 0.694.